This data is from Full USPTO retrosynthesis dataset with 1.9M reactions from patents (1976-2016). The task is: Predict the reactants needed to synthesize the given product. Given the product [Cl:1][C:2]1[CH:7]=[CH:6][C:5]([C:8]2[C:9]3[O:14][CH:27]([CH2:26][OH:29])[CH2:28][C:10]=3[CH:11]=[CH:12][CH:13]=2)=[C:4]([CH3:15])[CH:3]=1, predict the reactants needed to synthesize it. The reactants are: [Cl:1][C:2]1[CH:7]=[CH:6][C:5]([C:8]2[C:9]([OH:14])=[CH:10][CH:11]=[CH:12][CH:13]=2)=[C:4]([CH3:15])[CH:3]=1.C(=O)([O-])[O-].[K+].[K+].C(Br)C=C.[CH2:26]([O:29]CC=C)[CH:27]=[CH2:28].C(C1C(C(F)(F)F)=CC=C(Cl)C=1O)C=C.C(C1C=CC=C(C2C=CC(Cl)=CC=2C)C=1O)C=C.ClC1C=C(C=CC=1)C(OO)=O.ClC1C2OC(CO)CC=2C(C(F)(F)F)=CC=1.